Dataset: Forward reaction prediction with 1.9M reactions from USPTO patents (1976-2016). Task: Predict the product of the given reaction. (1) Given the reactants Cl[C:2]1[N:7]=[CH:6][C:5]([O:8][C:9]2[CH:14]=[CH:13][C:12]([S:15]([NH:18][C:19]3[S:20][CH:21]=[CH:22][N:23]=3)(=[O:17])=[O:16])=[CH:11][C:10]=2[F:24])=[C:4]([C:25]2[N:29]([CH3:30])[N:28]=[CH:27][CH:26]=2)[CH:3]=1.[N:31]1[CH:36]=[CH:35][CH:34]=[C:33](B(O)O)[CH:32]=1.C([O-])([O-])=O.[Na+].[Na+].O, predict the reaction product. The product is: [F:24][C:10]1[CH:11]=[C:12]([S:15]([NH:18][C:19]2[S:20][CH:21]=[CH:22][N:23]=2)(=[O:17])=[O:16])[CH:13]=[CH:14][C:9]=1[O:8][C:5]1[C:4]([C:25]2[N:29]([CH3:30])[N:28]=[CH:27][CH:26]=2)=[CH:3][C:2]([C:33]2[CH:32]=[N:31][CH:36]=[CH:35][CH:34]=2)=[N:7][CH:6]=1. (2) Given the reactants [C:1]([O:5][C:6]([N:8]1[CH2:13][CH2:12][CH:11]([O:14][C:15]2[CH:39]=[C:38]([S:40][CH3:41])[CH:37]=[CH:36][C:16]=2[C:17]([NH:19][C:20]2[CH:35]=[CH:34][CH:33]=[CH:32][C:21]=2[C:22]([NH:24][C:25]2[CH:30]=[CH:29][C:28]([Cl:31])=[CH:27][N:26]=2)=[O:23])=[O:18])[CH2:10][CH2:9]1)=[O:7])([CH3:4])([CH3:3])[CH3:2].C12(CS(O)(=O)=O)C(C)(C)C(CC1)CC2=[O:44].C(OO)(C)(C)C, predict the reaction product. The product is: [C:1]([O:5][C:6]([N:8]1[CH2:9][CH2:10][CH:11]([O:14][C:15]2[CH:39]=[C:38]([S:40]([CH3:41])=[O:44])[CH:37]=[CH:36][C:16]=2[C:17]([NH:19][C:20]2[CH:35]=[CH:34][CH:33]=[CH:32][C:21]=2[C:22]([NH:24][C:25]2[CH:30]=[CH:29][C:28]([Cl:31])=[CH:27][N:26]=2)=[O:23])=[O:18])[CH2:12][CH2:13]1)=[O:7])([CH3:4])([CH3:3])[CH3:2]. (3) Given the reactants [Cl:1][C:2]1[CH:21]=[CH:20][C:19]([CH:22]=O)=[CH:18][C:3]=1[C:4]([NH:6][CH2:7][C:8]12[CH2:17][CH:12]3[CH2:13][CH:14]([CH2:16][CH:10]([CH2:11]3)[CH2:9]1)[CH2:15]2)=[O:5].[CH:24]([NH:27][CH2:28][CH2:29][NH2:30])([CH3:26])[CH3:25], predict the reaction product. The product is: [Cl:1][C:2]1[CH:21]=[CH:20][C:19]([CH2:22][NH:30][CH2:29][CH2:28][NH:27][CH:24]([CH3:26])[CH3:25])=[CH:18][C:3]=1[C:4]([NH:6][CH2:7][C:8]12[CH2:15][CH:14]3[CH2:13][CH:12]([CH2:11][CH:10]([CH2:16]3)[CH2:9]1)[CH2:17]2)=[O:5]. (4) Given the reactants C(N(C(C)C)CC)(C)C.[CH3:10][O:11][C:12]1[C:21]2[N:20]=[C:19]([C:22]3[C:31]4[C:26](=[CH:27][CH:28]=[CH:29][CH:30]=4)[CH:25]=[CH:24][CH:23]=3)[O:18][C:17](=[O:32])[C:16]=2[CH:15]=[CH:14][CH:13]=1.[CH:33]1([CH2:39][NH2:40])[CH2:38][CH2:37][CH2:36][CH2:35][CH2:34]1, predict the reaction product. The product is: [CH:33]1([CH2:39][NH:40][C:17]([C:16]2[CH:15]=[CH:14][CH:13]=[C:12]([O:11][CH3:10])[C:21]=2[NH:20][C:19]([C:22]2[C:31]3[C:26](=[CH:27][CH:28]=[CH:29][CH:30]=3)[CH:25]=[CH:24][CH:23]=2)=[O:18])=[O:32])[CH2:38][CH2:37][CH2:36][CH2:35][CH2:34]1.